Dataset: Reaction yield outcomes from USPTO patents with 853,638 reactions. Task: Predict the reaction yield, written as a fraction of the theoretical maximum amount of product (1.0 means a 100% yield; for example, 0.34 means a 34% yield). The reactants are [NH2:1][C:2]1[CH:27]=[C:26]([F:28])[CH:25]=[CH:24][C:3]=1[C:4]([N:6]=[C:7]1[N:11]([CH:12]([CH2:18][CH3:19])[C:13]([O:15]CC)=[O:14])[C:10]2[CH:20]=[CH:21][CH:22]=[CH:23][C:9]=2[S:8]1)=[O:5].O1CCCC1.[OH-].[Na+]. The catalyst is CO. The product is [NH2:1][C:2]1[CH:27]=[C:26]([F:28])[CH:25]=[CH:24][C:3]=1[C:4]([N:6]=[C:7]1[N:11]([CH:12]([CH2:18][CH3:19])[C:13]([OH:15])=[O:14])[C:10]2[CH:20]=[CH:21][CH:22]=[CH:23][C:9]=2[S:8]1)=[O:5]. The yield is 0.990.